Dataset: Peptide-MHC class I binding affinity with 185,985 pairs from IEDB/IMGT. Task: Regression. Given a peptide amino acid sequence and an MHC pseudo amino acid sequence, predict their binding affinity value. This is MHC class I binding data. (1) The peptide sequence is SSNPVMSRF. The MHC is HLA-B58:01 with pseudo-sequence HLA-B58:01. The binding affinity (normalized) is 1.00. (2) The peptide sequence is LPNDRVLDI. The MHC is HLA-B35:01 with pseudo-sequence HLA-B35:01. The binding affinity (normalized) is 0.270.